From a dataset of Catalyst prediction with 721,799 reactions and 888 catalyst types from USPTO. Predict which catalyst facilitates the given reaction. Reactant: [ClH:1].[N:2]1([S:8]([C:11]2[CH:16]=[CH:15][CH:14]=[CH:13][C:12]=2[C:17]2[CH:22]=[CH:21][CH:20]=[C:19]([CH2:23][C@H:24]([NH:39][C:40]([C@H:42]3[CH2:47][CH2:46][C@H:45]([CH2:48][NH:49]C(=O)OC(C)(C)C)[CH2:44][CH2:43]3)=[O:41])[C:25](=[O:38])[NH:26][C:27]3[CH:32]=[CH:31][C:30]([C:33]4[N:34]=[N:35][NH:36][N:37]=4)=[CH:29][CH:28]=3)[CH:18]=2)(=[O:10])=[O:9])[CH2:7][CH2:6][O:5][CH2:4][CH2:3]1.C(#N)C. Product: [ClH:1].[NH2:49][CH2:48][C@H:45]1[CH2:46][CH2:47][C@H:42]([C:40]([NH:39][C@@H:24]([CH2:23][C:19]2[CH:18]=[C:17]([C:12]3[CH:13]=[CH:14][CH:15]=[CH:16][C:11]=3[S:8]([N:2]3[CH2:7][CH2:6][O:5][CH2:4][CH2:3]3)(=[O:10])=[O:9])[CH:22]=[CH:21][CH:20]=2)[C:25](=[O:38])[NH:26][C:27]2[CH:32]=[CH:31][C:30]([C:33]3[N:37]=[N:36][NH:35][N:34]=3)=[CH:29][CH:28]=2)=[O:41])[CH2:43][CH2:44]1. The catalyst class is: 12.